Dataset: Peptide-MHC class II binding affinity with 134,281 pairs from IEDB. Task: Regression. Given a peptide amino acid sequence and an MHC pseudo amino acid sequence, predict their binding affinity value. This is MHC class II binding data. (1) The MHC is DRB1_1501 with pseudo-sequence DRB1_1501. The peptide sequence is ALSYYPTPLAKEDFL. The binding affinity (normalized) is 0.780. (2) The peptide sequence is AFIADGDNLFPKV. The MHC is DRB1_0401 with pseudo-sequence DRB1_0401. The binding affinity (normalized) is 0.616. (3) The peptide sequence is QVAFSYFPPPAAKED. The MHC is DRB1_0802 with pseudo-sequence DRB1_0802. The binding affinity (normalized) is 0.452.